This data is from hERG potassium channel inhibition data for cardiac toxicity prediction from Karim et al.. The task is: Regression/Classification. Given a drug SMILES string, predict its toxicity properties. Task type varies by dataset: regression for continuous values (e.g., LD50, hERG inhibition percentage) or binary classification for toxic/non-toxic outcomes (e.g., AMES mutagenicity, cardiotoxicity, hepatotoxicity). Dataset: herg_karim. (1) The molecule is O=C(c1cc(F)cc(F)c1)N1CCN(c2ccc(OC3CCN(C4CCCC4)CC3)cc2)C(=O)C1. The result is 1 (blocker). (2) The drug is O=C(O)c1cccc(Cc2cc(Cl)ccc2OCc2ccc(Cl)cc2F)n1. The result is 0 (non-blocker). (3) The compound is Cc1nc2c(c(-c3ccc(Cl)cc3Cl)c1CN)CN(c1ccc(F)cc1)C2=O. The result is 1 (blocker). (4) The compound is Cc1ccc(-c2cc3c(c(F)n2)Oc2ccc(-c4cccnc4F)cc2[C@@]32COC(N)=N2)cn1. The result is 0 (non-blocker). (5) The drug is CCCCC[C@@H](Cc1ccc(C(=O)NCCC(=O)O)cc1)C(=O)c1cc2cc(Cl)ccc2n1-c1cccc(C(F)(F)F)c1. The result is 1 (blocker). (6) The molecule is Cc1ccc2c(-c3nnc(SCCCN4CCc5cc6nc(C(F)(F)C(F)(F)F)oc6cc5CC4)n3C)cccc2n1. The result is 1 (blocker).